This data is from Full USPTO retrosynthesis dataset with 1.9M reactions from patents (1976-2016). The task is: Predict the reactants needed to synthesize the given product. (1) Given the product [I:33][CH2:19][C@H:5]1[O:6][C@@H:7]([N:10]2[CH:11]=[C:12]([F:18])[C:13](=[O:14])[NH:15][C:16]2=[O:17])[C@H:8]([OH:9])[C@@H:4]1[OH:3], predict the reactants needed to synthesize it. The reactants are: CC1(C)[O:9][CH:8]2[CH:4]([C@@H:5]([CH2:19]O)[O:6][C@H:7]2[N:10]2[C:16](=[O:17])[NH:15][C:13](=[O:14])[C:12]([F:18])=[CH:11]2)[O:3]1.C1(C)C=CC(S(Cl)(=O)=O)=CC=1.[I-:33].[Na+]. (2) Given the product [CH3:1][O:2][C:3]1[C:8]([O:9][CH3:10])=[CH:7][CH:6]=[CH:5][C:4]=1[CH2:11][CH:12]=[CH:13][C:14]([O:16][CH2:17][CH3:18])=[O:15], predict the reactants needed to synthesize it. The reactants are: [CH3:1][O:2][C:3]1[C:8]([O:9][CH3:10])=[CH:7][CH:6]=[CH:5][C:4]=1[CH2:11]/[CH:12]=[CH:13]/[C:14]([O:16][CH2:17][CH3:18])=[O:15]. (3) Given the product [CH3:1][O:2][C:3]1[CH:4]=[C:5]([CH:17]=[CH:18][C:19]=1[O:20][CH3:21])[C:6]([C:8]1[CH:9]=[CH:10][C:11]([N+:36]([O-:38])=[O:37])=[CH:12][CH:13]=1)=[O:7], predict the reactants needed to synthesize it. The reactants are: [CH3:1][O:2][C:3]1[CH:4]=[C:5]([CH:17]=[CH:18][C:19]=1[O:20][CH3:21])[C:6]([C:8]1[CH:13]=[CH:12][CH:11]=[C:10]([N+]([O-])=O)[CH:9]=1)=[O:7].C1(OC)C(=CC=CC=1)OC.[Cl-].[Al+3].[Cl-].[Cl-].[N+:36](C1C=CC(C(Cl)=O)=CC=1)([O-:38])=[O:37]. (4) Given the product [CH:1]1([C:7]2[O:8][C:9]([CH3:25])=[C:10]([CH2:12][CH2:13][O:14][C:35]3[CH:34]=[CH:33][C:32]([CH2:31][C:30]([CH3:50])([O:39][C:40]4[CH:41]=[C:42]5[C:47](=[CH:48][CH:49]=4)[N:46]=[CH:45][CH:44]=[CH:43]5)[C:29]([OH:51])=[O:28])=[CH:37][CH:36]=3)[N:11]=2)[CH2:2][CH2:3][CH2:4][CH2:5][CH2:6]1, predict the reactants needed to synthesize it. The reactants are: [CH:1]1([C:7]2[O:8][C:9]([CH3:25])=[C:10]([CH2:12][CH2:13][O:14]S(C3C=CC(C)=CC=3)(=O)=O)[N:11]=2)[CH2:6][CH2:5][CH2:4][CH2:3][CH2:2]1.C([O:28][C:29](=[O:51])[C:30]([CH3:50])([O:39][C:40]1[CH:41]=[C:42]2[C:47](=[CH:48][CH:49]=1)[N:46]=[CH:45][CH:44]=[CH:43]2)[CH2:31][C:32]1[CH:37]=[CH:36][C:35](O)=[CH:34][CH:33]=1)C.C([O-])([O-])=O.[K+].[K+].[OH-].[Na+]. (5) Given the product [C:24]([C:26]1[CH:31]=[C:30]([C:2]2[C:3]3[N:11]=[N:10][N:9]([CH2:12][C:13]4[CH:18]=[CH:17][CH:16]=[C:15]([C:19]5([OH:23])[CH2:22][CH2:21][CH2:20]5)[N:14]=4)[C:4]=3[N:5]=[C:6]([NH2:8])[N:7]=2)[CH:29]=[CH:28][CH:27]=1)#[N:25], predict the reactants needed to synthesize it. The reactants are: Cl[C:2]1[C:3]2[N:11]=[N:10][N:9]([CH2:12][C:13]3[CH:18]=[CH:17][CH:16]=[C:15]([C:19]4([OH:23])[CH2:22][CH2:21][CH2:20]4)[N:14]=3)[C:4]=2[N:5]=[C:6]([NH2:8])[N:7]=1.[C:24]([C:26]1[CH:27]=[C:28](B(O)O)[CH:29]=[CH:30][CH:31]=1)#[N:25]. (6) Given the product [CH3:5][C:4]([NH:2][C:1]1[CH:26]=[CH:25][C:24]([OH:32])=[CH:20][CH:21]=1)=[O:38], predict the reactants needed to synthesize it. The reactants are: [CH3:1][N:2]([CH2:4][CH2:5]OC(C1C=CC=CC=1)C1C=CC=CC=1)C.[CH2:20]([C:24]([OH:32])(C(O)=O)[CH2:25][C:26](O)=O)[C:21](O)=O.CN(CC[O:38]C(C1C=CC=CC=1)C1C=CC=CC=1)C.Cl. (7) Given the product [Cl:1][C:2]1[CH:9]=[C:8]([C:20]2[CH:21]=[C:22]([CH:26]([CH:34]3[CH2:36][CH2:35]3)[NH:27][S:28]([CH:31]([CH3:33])[CH3:32])(=[O:29])=[O:30])[CH:23]=[N:24][CH:25]=2)[CH:7]=[CH:6][C:3]=1[C:4]#[N:5], predict the reactants needed to synthesize it. The reactants are: [Cl:1][C:2]1[CH:9]=[C:8](B2OC(C)(C)C(C)(C)O2)[CH:7]=[CH:6][C:3]=1[C:4]#[N:5].Br[C:20]1[CH:21]=[C:22]([CH:26]([CH:34]2[CH2:36][CH2:35]2)[NH:27][S:28]([CH:31]([CH3:33])[CH3:32])(=[O:30])=[O:29])[CH:23]=[N:24][CH:25]=1.C([O-])([O-])=O.[Na+].[Na+]. (8) Given the product [NH2:22][C:17]([CH2:16][CH2:15][C:12]1[CH:13]=[CH:14][C:9]([O:8][CH2:1][C:2]2[CH:7]=[CH:6][CH:5]=[CH:4][CH:3]=2)=[CH:10][CH:11]=1)([CH2:20][OH:21])[CH2:18][OH:19], predict the reactants needed to synthesize it. The reactants are: [CH2:1]([O:8][C:9]1[CH:14]=[CH:13][C:12]([CH2:15][CH2:16][C:17]([NH:22]C(=O)C)([CH2:20][OH:21])[CH2:18][OH:19])=[CH:11][CH:10]=1)[C:2]1[CH:7]=[CH:6][CH:5]=[CH:4][CH:3]=1.CO.O.[OH-].[Li+]. (9) Given the product [Br:10][C:8]1[CH:7]=[C:4]([C:5]#[N:6])[CH:3]=[C:2]([C:11]2[CH:16]=[CH:15][CH:14]=[CH:13][CH:12]=2)[CH:9]=1, predict the reactants needed to synthesize it. The reactants are: Br[C:2]1[CH:3]=[C:4]([CH:7]=[C:8]([Br:10])[CH:9]=1)[C:5]#[N:6].[C:11]1(B(O)O)[CH:16]=[CH:15][CH:14]=[CH:13][CH:12]=1.C([O-])([O-])=O.[K+].[K+]. (10) Given the product [C:1]([O:5][C:6](=[O:7])[NH:8][C:9]1[CH:10]=[N:11][CH:12]=[CH:13][C:14]=1[C:19]1[C:20]2[O:29][C:28]([CH2:30][N:31]3[CH2:36][CH2:35][N:34]([S:37]([CH3:40])(=[O:38])=[O:39])[CH2:33][CH2:32]3)=[CH:27][C:21]=2[C:22](=[O:26])[N:23]([CH3:25])[CH:24]=1)([CH3:4])([CH3:3])[CH3:2], predict the reactants needed to synthesize it. The reactants are: [C:1]([O:5][C:6]([NH:8][C:9]1[CH:10]=[N:11][CH:12]=[CH:13][C:14]=1B(O)O)=[O:7])([CH3:4])([CH3:3])[CH3:2].Br[C:19]1[C:20]2[O:29][C:28]([CH2:30][N:31]3[CH2:36][CH2:35][N:34]([S:37]([CH3:40])(=[O:39])=[O:38])[CH2:33][CH2:32]3)=[CH:27][C:21]=2[C:22](=[O:26])[N:23]([CH3:25])[CH:24]=1.IC1C(=O)N(C)C=C(I)C=1OC.C(=O)([O-])[O-].[Na+].[Na+].